This data is from Retrosynthesis with 50K atom-mapped reactions and 10 reaction types from USPTO. The task is: Predict the reactants needed to synthesize the given product. (1) Given the product CCC(=O)NCCC1CCc2ccc3nc(C)oc3c21, predict the reactants needed to synthesize it. The reactants are: CCC(=O)NCC=C1CCc2ccc3nc(C)oc3c21. (2) Given the product Cc1nc(-c2ccc(C(F)(F)F)cc2)c(C(=O)O)s1, predict the reactants needed to synthesize it. The reactants are: CCOC(=O)c1sc(C)nc1-c1ccc(C(F)(F)F)cc1. (3) The reactants are: CC(NC1=NCCN1)C(O)c1ccccc1. Given the product CC1NC2=NCCN2C1c1ccccc1, predict the reactants needed to synthesize it. (4) Given the product N#Cc1cc(F)ccc1N1CCNCC1, predict the reactants needed to synthesize it. The reactants are: C1CNCCN1.N#Cc1cc(F)ccc1F. (5) Given the product Nc1ccc(N2CCNC2=O)cc1, predict the reactants needed to synthesize it. The reactants are: O=C1NCCN1c1ccc([N+](=O)[O-])cc1. (6) Given the product CC(=O)OCC(C)(C)C(=O)N(C1CCC(O)CC1)[C@H]1CCN(C(=O)OCc2ccccc2)C1, predict the reactants needed to synthesize it. The reactants are: CC(=O)OCC(C)(C)C(=O)N(C1CCC(=O)CC1)[C@H]1CCN(C(=O)OCc2ccccc2)C1. (7) The reactants are: NCc1cccc2c1CN(C1CCC(=O)NC1=O)C2=O.O=C(Cl)Cc1ccccc1. Given the product O=C(Cc1ccccc1)NCc1cccc2c1CN(C1CCC(=O)NC1=O)C2=O, predict the reactants needed to synthesize it.